Dataset: Forward reaction prediction with 1.9M reactions from USPTO patents (1976-2016). Task: Predict the product of the given reaction. (1) Given the reactants [CH:1]1([C@H:6]([OH:21])[C@H:7]([N:10]2[C:18](=[O:19])[C:17]3[C:12](=[CH:13][CH:14]=[CH:15][CH:16]=3)[C:11]2=[O:20])[CH:8]=O)[CH2:5][CH2:4][CH2:3][CH2:2]1.C(O)(=O)C.[CH3:26][NH2:27].C(Cl)Cl, predict the reaction product. The product is: [CH:1]1([C@H:6]([OH:21])[C@H:7]([N:10]2[C:18](=[O:19])[C:17]3[C:12](=[CH:13][CH:14]=[CH:15][CH:16]=3)[C:11]2=[O:20])[CH2:8][NH:27][CH3:26])[CH2:5][CH2:4][CH2:3][CH2:2]1. (2) Given the reactants [Cl:1][C:2]1[C:10]([CH2:11][O:12][CH2:13][C:14]([F:17])([F:16])[F:15])=[C:9]([S:18]([CH3:21])(=[O:20])=[O:19])[CH:8]=[CH:7][C:3]=1[C:4]([OH:6])=O.[CH3:22][O:23][C:24]1[C:25]([NH2:29])=[N:26][O:27][N:28]=1.C(N(CC)CC)C.C(P1(=O)OP(=O)(CCC)OP(=O)(CCC)O1)CC, predict the reaction product. The product is: [Cl:1][C:2]1[C:10]([CH2:11][O:12][CH2:13][C:14]([F:17])([F:16])[F:15])=[C:9]([S:18]([CH3:21])(=[O:20])=[O:19])[CH:8]=[CH:7][C:3]=1[C:4]([NH:29][C:25]1[C:24]([O:23][CH3:22])=[N:28][O:27][N:26]=1)=[O:6]. (3) Given the reactants [CH2:1]([N:8]1[CH:12]=[C:11]([C:13]2[CH:22]=[C:21]([O:23][CH2:24][CH2:25][C@@H:26]3[NH:40][C:39](=[O:41])[N:38]([CH3:42])[CH2:37][CH2:36][CH2:35][CH2:34][CH:33]=[CH:32][C@H:31]4[C@@:29]([C:43](O)=[O:44])([CH2:30]4)[NH:28][C:27]3=[O:46])[C:20]3[C:15](=[C:16]([CH3:49])[C:17]([O:47][CH3:48])=[CH:18][CH:19]=3)[N:14]=2)[CH:10]=[N:9]1)[C:2]1[CH:7]=[CH:6][CH:5]=[CH:4][CH:3]=1.[CH3:50][C:51]1([S:54]([NH2:57])(=[O:56])=[O:55])[CH2:53][CH2:52]1, predict the reaction product. The product is: [CH2:1]([N:8]1[CH:12]=[C:11]([C:13]2[CH:22]=[C:21]([O:23][CH2:24][CH2:25][C@@H:26]3[NH:40][C:39](=[O:41])[N:38]([CH3:42])[CH2:37][CH2:36][CH2:35][CH2:34][CH:33]=[CH:32][C@H:31]4[C@@:29]([C:43]([NH:57][S:54]([C:51]5([CH3:50])[CH2:53][CH2:52]5)(=[O:56])=[O:55])=[O:44])([CH2:30]4)[NH:28][C:27]3=[O:46])[C:20]3[C:15](=[C:16]([CH3:49])[C:17]([O:47][CH3:48])=[CH:18][CH:19]=3)[N:14]=2)[CH:10]=[N:9]1)[C:2]1[CH:3]=[CH:4][CH:5]=[CH:6][CH:7]=1. (4) Given the reactants [C:1](#[N:10])[C:2]1[CH:7]=[CH:6][C:5]([O:8][CH3:9])=[CH:4][CH:3]=1.[NH2:11][OH:12], predict the reaction product. The product is: [OH:12]/[N:11]=[C:1](\[NH2:10])/[C:2]1[CH:7]=[CH:6][C:5]([O:8][CH3:9])=[CH:4][CH:3]=1. (5) Given the reactants [Br:1][C:2]1[CH:3]=[C:4]([NH2:9])[C:5]([Cl:8])=[N:6][CH:7]=1.[C:10]1([S:16](Cl)(=[O:18])=[O:17])[CH:15]=[CH:14][CH:13]=[CH:12][CH:11]=1, predict the reaction product. The product is: [Br:1][C:2]1[CH:3]=[C:4]([N:9]([S:16]([C:10]2[CH:15]=[CH:14][CH:13]=[CH:12][CH:11]=2)(=[O:18])=[O:17])[S:16]([C:10]2[CH:15]=[CH:14][CH:13]=[CH:12][CH:11]=2)(=[O:18])=[O:17])[C:5]([Cl:8])=[N:6][CH:7]=1. (6) Given the reactants [CH3:1][N:2]1[C:6]([C:7](Cl)=[O:8])=[CH:5][C:4]([CH3:10])=[N:3]1.C1COCC1.[C:16]([C:18]1[CH:19]=[C:20]([NH2:24])[CH:21]=[CH:22][CH:23]=1)#[CH:17], predict the reaction product. The product is: [C:16]([C:18]1[CH:19]=[C:20]([NH:24][C:7]([C:6]2[N:2]([CH3:1])[N:3]=[C:4]([CH3:10])[CH:5]=2)=[O:8])[CH:21]=[CH:22][CH:23]=1)#[CH:17]. (7) The product is: [CH2:7]([O:14][C:15]1[CH:20]=[C:19]2[C:18](=[CH:17][CH:16]=1)[NH:21][C:24]([C:25]([O:27][CH2:28][CH3:29])=[O:26])=[CH:30]2)[C:8]1[CH:13]=[CH:12][CH:11]=[CH:10][CH:9]=1. Given the reactants S(=O)(=O)(O)O.Cl.[CH2:7]([O:14][C:15]1[CH:20]=[CH:19][C:18]([NH:21]N)=[CH:17][CH:16]=1)[C:8]1[CH:13]=[CH:12][CH:11]=[CH:10][CH:9]=1.O=[C:24]([CH3:30])[C:25]([O:27][CH2:28][CH3:29])=[O:26], predict the reaction product. (8) Given the reactants [NH2:1][C:2]1[N:7]=[C:6]([NH:8][C:9]2[CH:14]=[CH:13][C:12]([NH:15][C:16]([C:18]3[CH:23]=[CH:22][C:21]([N+:24]([O-])=O)=[CH:20][N:19]=3)=[O:17])=[CH:11][CH:10]=2)[CH:5]=[C:4]([CH3:27])[N:3]=1, predict the reaction product. The product is: [NH2:24][C:21]1[CH:22]=[CH:23][C:18]([C:16]([NH:15][C:12]2[CH:11]=[CH:10][C:9]([NH:8][C:6]3[CH:5]=[C:4]([CH3:27])[N:3]=[C:2]([NH2:1])[N:7]=3)=[CH:14][CH:13]=2)=[O:17])=[N:19][CH:20]=1. (9) Given the reactants [CH:1]1([CH2:4][O:5][C:6]2[N:11]=[C:10]([C:12]([OH:14])=O)[CH:9]=[CH:8][C:7]=2[N:15]2[CH2:18][C:17]([F:20])([F:19])[CH2:16]2)[CH2:3][CH2:2]1.[CH3:21][CH:22]1[CH:27]([C:28]2[CH:33]=[CH:32][CH:31]=[CH:30][CH:29]=2)[CH2:26][CH2:25][CH2:24][NH:23]1.CN(C(ON1N=NC2C=CC=CC1=2)=[N+](C)C)C.[B-](F)(F)(F)F.CCN(C(C)C)C(C)C, predict the reaction product. The product is: [CH:1]1([CH2:4][O:5][C:6]2[N:11]=[C:10]([C:12]([N:23]3[CH2:24][CH2:25][CH2:26][CH:27]([C:28]4[CH:33]=[CH:32][CH:31]=[CH:30][CH:29]=4)[CH:22]3[CH3:21])=[O:14])[CH:9]=[CH:8][C:7]=2[N:15]2[CH2:18][C:17]([F:20])([F:19])[CH2:16]2)[CH2:2][CH2:3]1.